Dataset: Forward reaction prediction with 1.9M reactions from USPTO patents (1976-2016). Task: Predict the product of the given reaction. Given the reactants [Cl:1][C:2]1[CH:8]=[CH:7][C:5]([NH2:6])=[CH:4][C:3]=1[C:9]1[CH:14]=[CH:13][CH:12]=[CH:11][N:10]=1.[N:15]1([C:20]2[CH:28]=[CH:27][C:23]([C:24](O)=[O:25])=[CH:22][CH:21]=2)[CH:19]=[CH:18][N:17]=[CH:16]1, predict the reaction product. The product is: [Cl:1][C:2]1[CH:8]=[CH:7][C:5]([NH:6][C:24](=[O:25])[C:23]2[CH:22]=[CH:21][C:20]([N:15]3[CH:19]=[CH:18][N:17]=[CH:16]3)=[CH:28][CH:27]=2)=[CH:4][C:3]=1[C:9]1[CH:14]=[CH:13][CH:12]=[CH:11][N:10]=1.